This data is from Forward reaction prediction with 1.9M reactions from USPTO patents (1976-2016). The task is: Predict the product of the given reaction. (1) Given the reactants [Br:1][C:2]1[N:7]=[C:6]([CH:8]=[O:9])[CH:5]=[CH:4][CH:3]=1.[CH2:10](O)[CH2:11][OH:12], predict the reaction product. The product is: [Br:1][C:2]1[CH:3]=[CH:4][CH:5]=[C:6]([CH:8]2[O:12][CH2:11][CH2:10][O:9]2)[N:7]=1. (2) Given the reactants I[C:2]1[CH:3]=[N:4][N:5]([CH3:10])[C:6]=1[C:7](O)=[O:8].[CH2:11]([C:18]1[CH:24]=[CH:23][C:21]([NH2:22])=[CH:20][CH:19]=1)[C:12]1[CH:17]=[CH:16][CH:15]=[CH:14][CH:13]=1, predict the reaction product. The product is: [CH2:11]([C:18]1[CH:19]=[CH:20][C:21]2[NH:22][C:2]3[CH:3]=[N:4][N:5]([CH3:10])[C:6]=3[C:7](=[O:8])[C:23]=2[CH:24]=1)[C:12]1[CH:13]=[CH:14][CH:15]=[CH:16][CH:17]=1. (3) Given the reactants [CH2:1]([S:3]([C:6]1[CH:7]=[CH:8][C:9]([F:26])=[C:10]([C:12]2[C:13]3[CH:22]=[C:21]([C:23](O)=[O:24])[NH:20][C:14]=3[C:15](=[O:19])[N:16]([CH3:18])[CH:17]=2)[CH:11]=1)(=[O:5])=[O:4])[CH3:2].C(Cl)(=O)C(Cl)=O.CN(C)C=O.[CH2:38]([NH2:40])[CH3:39].O1CCCC1, predict the reaction product. The product is: [CH2:38]([NH:40][C:23]([C:21]1[NH:20][C:14]2[C:15](=[O:19])[N:16]([CH3:18])[CH:17]=[C:12]([C:10]3[CH:11]=[C:6]([S:3]([CH2:1][CH3:2])(=[O:5])=[O:4])[CH:7]=[CH:8][C:9]=3[F:26])[C:13]=2[CH:22]=1)=[O:24])[CH3:39].